This data is from Peptide-MHC class I binding affinity with 185,985 pairs from IEDB/IMGT. The task is: Regression. Given a peptide amino acid sequence and an MHC pseudo amino acid sequence, predict their binding affinity value. This is MHC class I binding data. The peptide sequence is HLAGFIHAC. The MHC is HLA-A68:02 with pseudo-sequence HLA-A68:02. The binding affinity (normalized) is 0.110.